From a dataset of Serine/threonine kinase 33 screen with 319,792 compounds. Binary Classification. Given a drug SMILES string, predict its activity (active/inactive) in a high-throughput screening assay against a specified biological target. The molecule is Oc1c2c3c(ccc2cc(OC)c1OC)cc(O)c(OC)c3. The result is 1 (active).